Predict the product of the given reaction. From a dataset of Forward reaction prediction with 1.9M reactions from USPTO patents (1976-2016). Given the reactants [OH-].[K+].[CH:3]12[N:10]([C:11]([O:13][C:14]([CH3:17])([CH3:16])[CH3:15])=[O:12])[CH:7]([CH2:8][CH2:9]1)[CH2:6][CH2:5][CH:4]2[C:18]([O:20]C)=[O:19].Cl, predict the reaction product. The product is: [C:14]([O:13][C:11]([N:10]1[CH:7]2[CH2:8][CH2:9][CH:3]1[CH:4]([C:18]([OH:20])=[O:19])[CH2:5][CH2:6]2)=[O:12])([CH3:17])([CH3:15])[CH3:16].